From a dataset of NCI-60 drug combinations with 297,098 pairs across 59 cell lines. Regression. Given two drug SMILES strings and cell line genomic features, predict the synergy score measuring deviation from expected non-interaction effect. (1) Drug 2: COCCOC1=C(C=C2C(=C1)C(=NC=N2)NC3=CC=CC(=C3)C#C)OCCOC.Cl. Drug 1: C1CC(C1)(C(=O)O)C(=O)O.[NH2-].[NH2-].[Pt+2]. Synergy scores: CSS=22.4, Synergy_ZIP=0.865, Synergy_Bliss=-0.201, Synergy_Loewe=-0.364, Synergy_HSA=-1.64. Cell line: COLO 205. (2) Drug 1: C1=CC(=CC=C1CC(C(=O)O)N)N(CCCl)CCCl.Cl. Drug 2: C1CNP(=O)(OC1)N(CCCl)CCCl. Cell line: SK-OV-3. Synergy scores: CSS=14.7, Synergy_ZIP=0.0300, Synergy_Bliss=6.16, Synergy_Loewe=-7.06, Synergy_HSA=2.76. (3) Drug 1: CCC1(C2=C(COC1=O)C(=O)N3CC4=CC5=C(C=CC(=C5CN(C)C)O)N=C4C3=C2)O.Cl. Drug 2: C1C(C(OC1N2C=NC(=NC2=O)N)CO)O. Cell line: OVCAR3. Synergy scores: CSS=36.6, Synergy_ZIP=-0.304, Synergy_Bliss=5.20, Synergy_Loewe=-1.35, Synergy_HSA=6.65. (4) Drug 1: CC1C(C(CC(O1)OC2CC(CC3=C2C(=C4C(=C3O)C(=O)C5=C(C4=O)C(=CC=C5)OC)O)(C(=O)CO)O)N)O.Cl. Drug 2: COC1=C(C=C2C(=C1)N=CN=C2NC3=CC(=C(C=C3)F)Cl)OCCCN4CCOCC4. Cell line: OVCAR-4. Synergy scores: CSS=1.74, Synergy_ZIP=3.30, Synergy_Bliss=4.64, Synergy_Loewe=-1.23, Synergy_HSA=0.644. (5) Drug 1: CC1C(C(CC(O1)OC2CC(CC3=C2C(=C4C(=C3O)C(=O)C5=C(C4=O)C(=CC=C5)OC)O)(C(=O)C)O)N)O.Cl. Drug 2: C1C(C(OC1N2C=C(C(=O)NC2=O)F)CO)O. Synergy scores: CSS=47.4, Synergy_ZIP=-6.87, Synergy_Bliss=-4.15, Synergy_Loewe=-3.94, Synergy_HSA=0.708. Cell line: A549.